Dataset: Forward reaction prediction with 1.9M reactions from USPTO patents (1976-2016). Task: Predict the product of the given reaction. (1) Given the reactants [CH:1]([O:4][C:5]([N:7]1[CH2:12][CH2:11][CH:10]([CH:13]2[CH2:17][C:16]3[CH:18]=[C:19](B4OC(C)(C)C(C)(C)O4)[CH:20]=[CH:21][C:15]=3[O:14]2)[CH2:9][CH2:8]1)=[O:6])([CH3:3])[CH3:2].Br[C:32]1[CH:37]=[CH:36][C:35]([S:38][CH3:39])=[CH:34][C:33]=1[CH3:40].C([O-])([O-])=O.[Na+].[Na+], predict the reaction product. The product is: [CH:1]([O:4][C:5]([N:7]1[CH2:8][CH2:9][CH:10]([CH:13]2[CH2:17][C:16]3[CH:18]=[C:19]([C:32]4[CH:37]=[CH:36][C:35]([S:38][CH3:39])=[CH:34][C:33]=4[CH3:40])[CH:20]=[CH:21][C:15]=3[O:14]2)[CH2:11][CH2:12]1)=[O:6])([CH3:2])[CH3:3]. (2) Given the reactants [C:1]([O:5][C:6](=[O:43])[CH2:7][CH2:8][CH:9]([NH:13][C:14]([C:16]1[CH:20]=[C:19]([C:21]2[CH:26]=[C:25]([O:27][C:28]3[CH:33]=[CH:32][CH:31]=[C:30]([NH:34][C:35]([C:37]4[O:38][CH:39]=[CH:40][C:41]=4[CH3:42])=[O:36])[CH:29]=3)[CH:24]=[CH:23][N:22]=2)[NH:18][CH:17]=1)=[O:15])[C:10](O)=[O:11])([CH3:4])([CH3:3])[CH3:2].CN(C(O[N:52]1N=N[C:54]2C=CC=N[C:53]1=2)=[N+](C)C)C.F[P-](F)(F)(F)(F)F.C(N(CC)C(C)C)(C)C.Cl, predict the reaction product. The product is: [CH2:53]([NH:52][C:10](=[O:11])[CH:9]([NH:13][C:14]([C:16]1[CH:20]=[C:19]([C:21]2[CH:26]=[C:25]([O:27][C:28]3[CH:33]=[CH:32][CH:31]=[C:30]([NH:34][C:35]([C:37]4[O:38][CH:39]=[CH:40][C:41]=4[CH3:42])=[O:36])[CH:29]=3)[CH:24]=[CH:23][N:22]=2)[NH:18][CH:17]=1)=[O:15])[CH2:8][CH2:7][C:6]([O:5][C:1]([CH3:3])([CH3:4])[CH3:2])=[O:43])[CH3:54].